From a dataset of Catalyst prediction with 721,799 reactions and 888 catalyst types from USPTO. Predict which catalyst facilitates the given reaction. (1) Reactant: [F:1][C:2]([F:28])([F:27])[C:3]1[CH:8]=[CH:7][C:6]([C:9]2[C:10]([C:15]([NH:17][C:18]3[CH:19]=[C:20]([C:24](O)=[O:25])[N:21]([CH3:23])[CH:22]=3)=[O:16])=[CH:11][CH:12]=[CH:13][CH:14]=2)=[CH:5][CH:4]=1.[O:29]1[C:33]2([CH2:38][CH2:37][N:36]([C:39]3[CH:46]=[CH:45][C:42]([CH2:43][NH2:44])=[CH:41][CH:40]=3)[CH2:35][CH2:34]2)[O:32][CH2:31][CH2:30]1.CN(C(ON1N=NC2C=CC=CC1=2)=[N+](C)C)C.[B-](F)(F)(F)F.C(N(CC)CC)C. Product: [O:32]1[C:33]2([CH2:38][CH2:37][N:36]([C:39]3[CH:46]=[CH:45][C:42]([CH2:43][NH:44][C:24]([C:20]4[N:21]([CH3:23])[CH:22]=[C:18]([NH:17][C:15]([C:10]5[C:9]([C:6]6[CH:7]=[CH:8][C:3]([C:2]([F:28])([F:1])[F:27])=[CH:4][CH:5]=6)=[CH:14][CH:13]=[CH:12][CH:11]=5)=[O:16])[CH:19]=4)=[O:25])=[CH:41][CH:40]=3)[CH2:35][CH2:34]2)[O:29][CH2:30][CH2:31]1. The catalyst class is: 7. (2) The catalyst class is: 109. Reactant: C1C=CC([As](C2C=CC=CC=2)C2C=CC=CC=2)=CC=1.[CH2:20]([O:22][C:23]([C:25]1[N:29]([CH2:30][C:31]2[CH:36]=[CH:35][CH:34]=[C:33]([Cl:37])[CH:32]=2)[C:28]2[CH:38]=[C:39](Br)[S:40][C:27]=2[CH:26]=1)=[O:24])[CH3:21].[C:42]1([C:48]#[C:49][Sn](C)(C)C)[CH:47]=[CH:46][CH:45]=[CH:44][CH:43]=1.C([O-])([O-])=O.[Na+].[Na+]. Product: [CH2:20]([O:22][C:23]([C:25]1[N:29]([CH2:30][C:31]2[CH:36]=[CH:35][CH:34]=[C:33]([Cl:37])[CH:32]=2)[C:28]2[CH:38]=[C:39]([C:49]#[C:48][C:42]3[CH:47]=[CH:46][CH:45]=[CH:44][CH:43]=3)[S:40][C:27]=2[CH:26]=1)=[O:24])[CH3:21]. (3) Reactant: [Li+].C[Si]([N-][Si](C)(C)C)(C)C.[Cl:11][C:12]1[CH:13]=[C:14]([C:26](=[O:28])[CH3:27])[CH:15]=[N:16][C:17]=1[NH:18][C:19]1[CH:24]=[CH:23][C:22]([Cl:25])=[CH:21][CH:20]=1.[CH3:29][CH2:30][O:31]C(C)=O.Cl. Product: [Cl:11][C:12]1[CH:13]=[C:14]([C:26](=[O:28])[CH2:27][C:30](=[O:31])[CH3:29])[CH:15]=[N:16][C:17]=1[NH:18][C:19]1[CH:20]=[CH:21][C:22]([Cl:25])=[CH:23][CH:24]=1. The catalyst class is: 20. (4) Reactant: [Cl:1][C:2]1[CH:7]=[CH:6][C:5]([NH:8][CH2:9][CH2:10][C:11]([OH:13])=[O:12])=[CH:4][CH:3]=1.[Cl:14][C:15]1[CH:20]=[CH:19][C:18]([S:21](Cl)(=[O:23])=[O:22])=[CH:17][CH:16]=1. Product: [Cl:14][C:15]1[CH:20]=[CH:19][C:18]([S:21]([N:8]([CH2:9][CH2:10][C:11]([OH:13])=[O:12])[C:5]2[CH:4]=[CH:3][C:2]([Cl:1])=[CH:7][CH:6]=2)(=[O:23])=[O:22])=[CH:17][CH:16]=1. The catalyst class is: 17. (5) Reactant: [CH3:1][O:2][C:3]1[C:7]([C:8]([O:10][CH2:11][CH3:12])=[O:9])=[CH:6][N:5](C(OC(C)(C)C)=O)[N:4]=1.Cl. Product: [CH3:1][O:2][C:3]1[C:7]([C:8]([O:10][CH2:11][CH3:12])=[O:9])=[CH:6][NH:5][N:4]=1. The catalyst class is: 12. (6) Reactant: [NH:1]1[CH:5]=[C:4]([CH2:6][C:7]([NH:9][C@@H:10]([CH2:27][O:28][CH2:29][C:30]2[CH:35]=[CH:34][CH:33]=[CH:32][CH:31]=2)[C:11]([NH:13][C:14]2[CH:19]=[CH:18][C:17]([O:20][C:21]3[S:22][C:23](Br)=[CH:24][N:25]=3)=[CH:16][CH:15]=2)=[O:12])=[O:8])[N:3]=[CH:2]1.C([O-])=O.[NH4+]. Product: [NH:1]1[CH:5]=[C:4]([CH2:6][C:7]([NH:9][C@@H:10]([CH2:27][O:28][CH2:29][C:30]2[CH:31]=[CH:32][CH:33]=[CH:34][CH:35]=2)[C:11]([NH:13][C:14]2[CH:15]=[CH:16][C:17]([O:20][C:21]3[S:22][CH:23]=[CH:24][N:25]=3)=[CH:18][CH:19]=2)=[O:12])=[O:8])[N:3]=[CH:2]1. The catalyst class is: 43. (7) Reactant: [Cl:1][C:2]1[CH:26]=[CH:25][C:5]([CH2:6][NH:7][C:8]([C:10]2[N:11]=[N:12][C:13]3[C:18]([C:19]=2[OH:20])=[CH:17][C:16]([C:21](OC)=[O:22])=[CH:15][CH:14]=3)=[O:9])=[CH:4][CH:3]=1.[H-].[Al+3].[Li+].[H-].[H-].[H-]. Product: [Cl:1][C:2]1[CH:3]=[CH:4][C:5]([CH2:6][NH:7][C:8]([C:10]2[N:11]=[N:12][C:13]3[C:18]([C:19]=2[OH:20])=[CH:17][C:16]([CH2:21][OH:22])=[CH:15][CH:14]=3)=[O:9])=[CH:25][CH:26]=1. The catalyst class is: 1. (8) Reactant: CS([O:5][CH2:6][CH2:7][O:8][CH2:9][CH2:10][O:11][CH2:12][CH2:13][N:14]=[N+:15]=[N-:16])(=O)=O.[C:17]([O-])(=[S:19])[CH3:18].[K+]. Product: [C:17]([O:5][CH2:6][CH2:7][O:8][CH2:9][CH2:10][O:11][CH2:12][CH2:13][N:14]=[N+:15]=[N-:16])(=[S:19])[CH3:18]. The catalyst class is: 3. (9) Reactant: [C:1]([C:5]1[O:9][N:8]=[C:7]([NH:10][C:11]([C@@H:13]2[CH2:17][CH2:16][CH2:15][NH:14]2)=[O:12])[CH:6]=1)([CH3:4])([CH3:3])[CH3:2].Cl.[Cl:19][C:20]1[CH:25]=[CH:24][C:23]([S:26](Cl)(=[O:28])=[O:27])=[CH:22][CH:21]=1.C(N(CC)CC)C. Product: [C:1]([C:5]1[O:9][N:8]=[C:7]([NH:10][C:11]([C@@H:13]2[CH2:17][CH2:16][CH2:15][N:14]2[S:26]([C:23]2[CH:24]=[CH:25][C:20]([Cl:19])=[CH:21][CH:22]=2)(=[O:28])=[O:27])=[O:12])[CH:6]=1)([CH3:4])([CH3:2])[CH3:3]. The catalyst class is: 35. (10) Reactant: [F:1][C:2]([F:23])([F:22])[O:3][C:4]1[CH:5]=[C:6]([N:10]2[CH2:15][CH2:14][N:13]([CH2:16][C:17]([O:19]CC)=[O:18])[CH2:12][CH2:11]2)[CH:7]=[CH:8][CH:9]=1.[Li+].[OH-:25].C1C[O:29][CH2:28]C1. Product: [F:23][C:2]([F:1])([F:22])[C:28]([OH:29])=[O:25].[F:23][C:2]([F:1])([F:22])[O:3][C:4]1[CH:5]=[C:6]([N:10]2[CH2:15][CH2:14][N:13]([CH2:16][C:17]([OH:19])=[O:18])[CH2:12][CH2:11]2)[CH:7]=[CH:8][CH:9]=1. The catalyst class is: 6.